Task: Predict which catalyst facilitates the given reaction.. Dataset: Catalyst prediction with 721,799 reactions and 888 catalyst types from USPTO (1) Reactant: [Cl:1][C:2]1[CH:7]=[CH:6][C:5]([CH2:8][C:9]([O:11][CH2:12][CH3:13])=[O:10])=[CH:4][C:3]=1[OH:14].[CH3:15][S:16]([C:19]1[CH:24]=[CH:23][C:22](F)=[C:21]([Cl:26])[CH:20]=1)(=[O:18])=[O:17].C(=O)([O-])[O-].[Cs+].[Cs+].CN1C(=O)CCC1. Product: [Cl:1][C:2]1[CH:7]=[CH:6][C:5]([CH2:8][C:9]([O:11][CH2:12][CH3:13])=[O:10])=[CH:4][C:3]=1[O:14][C:22]1[CH:23]=[CH:24][C:19]([S:16]([CH3:15])(=[O:18])=[O:17])=[CH:20][C:21]=1[Cl:26]. The catalyst class is: 6. (2) Reactant: [CH:1]1([C:4]([C:6]2[S:7][CH:8]=[CH:9][N:10]=2)=O)[CH2:3][CH2:2]1.[BH3-]C#[N:13].[Na+].[OH-].[Na+]. The catalyst class is: 5. Product: [CH:1]1([CH:4]([C:6]2[S:7][CH:8]=[CH:9][N:10]=2)[NH2:13])[CH2:3][CH2:2]1.